Dataset: Retrosynthesis with 50K atom-mapped reactions and 10 reaction types from USPTO. Task: Predict the reactants needed to synthesize the given product. (1) Given the product Fc1ccc2c(c1Br)OCCN(Cc1ccccc1)C2, predict the reactants needed to synthesize it. The reactants are: O=C1c2ccc(F)c(Br)c2OCCN1Cc1ccccc1. (2) Given the product Cc1cn(-c2cc(C(F)(F)F)cc(F)c2[N+](=O)[O-])cn1, predict the reactants needed to synthesize it. The reactants are: Cc1c[nH]cn1.O=[N+]([O-])c1c(F)cc(C(F)(F)F)cc1F. (3) Given the product CC(=O)OC(C)(C)C(=O)N1CC(Cc2nc3c(N4CCOCC4)nc(-n4c(C)nc5ccccc54)nc3n2C)C1, predict the reactants needed to synthesize it. The reactants are: CC(=O)OC(C)(C)C(=O)Cl.Cc1nc2ccccc2n1-c1nc(N2CCOCC2)c2nc(CC3CNC3)n(C)c2n1. (4) Given the product Nc1ccc(C23CC4CC(CC(C4)C2)C3)cc1, predict the reactants needed to synthesize it. The reactants are: CC(C)(C)OC(=O)Nc1ccc(C23CC4CC(CC(C4)C2)C3)cc1. (5) Given the product N#CC1CCN(c2ccc3c(C(=O)NCC4CCCCC4)c(Cl)ccc3n2)CC1, predict the reactants needed to synthesize it. The reactants are: N#CC1CCNCC1.O=C(NCC1CCCCC1)c1c(Cl)ccc2nc(Cl)ccc12. (6) Given the product CCOC(=O)CC(=O)COC(=O)CC, predict the reactants needed to synthesize it. The reactants are: CCC(=O)O.CCOC(=O)CC(=O)CCl. (7) Given the product O=C1C(S)CCN1Cc1ccc(Oc2ccccc2)cc1, predict the reactants needed to synthesize it. The reactants are: CC(=O)SC1CCN(Cc2ccc(Oc3ccccc3)cc2)C1=O. (8) Given the product CN(C)C1CCN(C(=O)c2cnn3c(N)c(-c4ccc(NS(=O)(=O)c5cccc(Cl)c5Cl)cc4)cnc23)C1, predict the reactants needed to synthesize it. The reactants are: CN(C)C1CCNC1.Nc1c(-c2ccc(NS(=O)(=O)c3cccc(Cl)c3Cl)cc2)cnc2c(C(=O)O)cnn12.